This data is from NCI-60 drug combinations with 297,098 pairs across 59 cell lines. The task is: Regression. Given two drug SMILES strings and cell line genomic features, predict the synergy score measuring deviation from expected non-interaction effect. (1) Drug 1: CC(C1=C(C=CC(=C1Cl)F)Cl)OC2=C(N=CC(=C2)C3=CN(N=C3)C4CCNCC4)N. Drug 2: C1=CC=C(C(=C1)C(C2=CC=C(C=C2)Cl)C(Cl)Cl)Cl. Cell line: ACHN. Synergy scores: CSS=16.0, Synergy_ZIP=3.37, Synergy_Bliss=8.37, Synergy_Loewe=4.71, Synergy_HSA=7.45. (2) Drug 1: CN1CCC(CC1)COC2=C(C=C3C(=C2)N=CN=C3NC4=C(C=C(C=C4)Br)F)OC. Drug 2: CN(CC1=CN=C2C(=N1)C(=NC(=N2)N)N)C3=CC=C(C=C3)C(=O)NC(CCC(=O)O)C(=O)O. Cell line: SF-268. Synergy scores: CSS=6.96, Synergy_ZIP=-0.288, Synergy_Bliss=0.908, Synergy_Loewe=-14.5, Synergy_HSA=-2.08. (3) Drug 1: C1CC(C1)(C(=O)O)C(=O)O.[NH2-].[NH2-].[Pt+2]. Drug 2: CNC(=O)C1=NC=CC(=C1)OC2=CC=C(C=C2)NC(=O)NC3=CC(=C(C=C3)Cl)C(F)(F)F. Cell line: HOP-62. Synergy scores: CSS=8.74, Synergy_ZIP=-2.46, Synergy_Bliss=-6.43, Synergy_Loewe=-5.12, Synergy_HSA=-6.96. (4) Drug 1: C1C(C(OC1N2C=NC3=C2NC=NCC3O)CO)O. Drug 2: C1CCC(C(C1)N)N.C(=O)(C(=O)[O-])[O-].[Pt+4]. Cell line: SK-MEL-2. Synergy scores: CSS=19.2, Synergy_ZIP=0.166, Synergy_Bliss=2.70, Synergy_Loewe=0.0354, Synergy_HSA=-2.55. (5) Drug 2: C1=C(C(=O)NC(=O)N1)F. Drug 1: CC12CCC3C(C1CCC2=O)CC(=C)C4=CC(=O)C=CC34C. Cell line: A498. Synergy scores: CSS=60.7, Synergy_ZIP=-3.15, Synergy_Bliss=-4.90, Synergy_Loewe=0.343, Synergy_HSA=1.26. (6) Drug 1: C1=NC2=C(N1)C(=S)N=C(N2)N. Drug 2: CC1CCCC2(C(O2)CC(NC(=O)CC(C(C(=O)C(C1O)C)(C)C)O)C(=CC3=CSC(=N3)C)C)C. Cell line: NCI/ADR-RES. Synergy scores: CSS=31.4, Synergy_ZIP=-3.83, Synergy_Bliss=-2.11, Synergy_Loewe=-3.13, Synergy_HSA=-3.11. (7) Drug 1: C1=CC(=CC=C1C#N)C(C2=CC=C(C=C2)C#N)N3C=NC=N3. Drug 2: COC1=NC(=NC2=C1N=CN2C3C(C(C(O3)CO)O)O)N. Cell line: SF-268. Synergy scores: CSS=-3.22, Synergy_ZIP=1.28, Synergy_Bliss=0.193, Synergy_Loewe=-2.29, Synergy_HSA=-2.56. (8) Drug 1: CC1=CC2C(CCC3(C2CCC3(C(=O)C)OC(=O)C)C)C4(C1=CC(=O)CC4)C. Drug 2: CCC(=C(C1=CC=CC=C1)C2=CC=C(C=C2)OCCN(C)C)C3=CC=CC=C3.C(C(=O)O)C(CC(=O)O)(C(=O)O)O. Cell line: NCI-H460. Synergy scores: CSS=0.544, Synergy_ZIP=0.0939, Synergy_Bliss=0.266, Synergy_Loewe=0.159, Synergy_HSA=-0.337.